From a dataset of Full USPTO retrosynthesis dataset with 1.9M reactions from patents (1976-2016). Predict the reactants needed to synthesize the given product. (1) Given the product [CH3:20][C:10]1[C:11]([OH:1])=[CH:12][C:13]([CH3:15])=[C:14]2[C:9]=1[CH:8]=[N:7][NH:6]2, predict the reactants needed to synthesize it. The reactants are: [OH-:1].[Li+].C([N:6]1[C:14]2[C:9](=[C:10]([CH3:20])[C:11](CC([O-])=O)=[CH:12][C:13]=2[CH3:15])[CH:8]=[N:7]1)(=O)C.[Cl-].[NH4+]. (2) Given the product [C:1]([O:5][C:6]([N:8]1[CH2:9][CH2:10][CH2:11][CH2:12][CH:13]1[CH2:16][Br:17])=[O:7])([CH3:2])([CH3:3])[CH3:4], predict the reactants needed to synthesize it. The reactants are: [C:1]([O:5][C:6]([N:8]1[CH2:13][CH2:12][CH:11](CO)[CH2:10][CH2:9]1)=[O:7])([CH3:4])([CH3:3])[CH3:2].[C:16](Br)(Br)(Br)[Br:17].C1(P(C2C=CC=CC=2)C2C=CC=CC=2)C=CC=CC=1. (3) Given the product [Br:27][C:28]1[CH:35]=[CH:34][C:31]([CH2:32][NH:33][C:3]([CH:2]([OH:1])[CH2:6][CH2:7][NH:8][C:9]([CH:11]2[C:16]([CH3:17])([CH3:18])[CH2:15][O:14][C@@H:13]([C:19]3[CH:20]=[CH:21][C:22]([O:25][CH3:26])=[CH:23][CH:24]=3)[O:12]2)=[O:10])=[O:5])=[CH:30][CH:29]=1, predict the reactants needed to synthesize it. The reactants are: [OH:1][CH:2]([CH2:6][CH2:7][NH:8][C:9]([CH:11]1[C:16]([CH3:18])([CH3:17])[CH2:15][O:14][C@@H:13]([C:19]2[CH:24]=[CH:23][C:22]([O:25][CH3:26])=[CH:21][CH:20]=2)[O:12]1)=[O:10])[C:3]([OH:5])=O.[Br:27][C:28]1[CH:35]=[CH:34][C:31]([CH2:32][NH2:33])=[CH:30][CH:29]=1. (4) Given the product [CH2:27]([C:28]1([CH2:29][CH2:30][CH2:31][CH3:32])[C:2]2[S:1][C:5]3[CH:6]=[CH:7][CH:8]=[CH:9][C:4]=3[C:3]=2[CH2:10][C@H:11]([C:13]2[NH:14][CH:15]=[C:16]([C:18]3[CH:23]=[CH:22][CH:21]=[CH:20][CH:19]=3)[N:17]=2)[NH:12]1)[CH2:26][CH2:25][CH3:24], predict the reactants needed to synthesize it. The reactants are: [S:1]1[C:5]2[CH:6]=[CH:7][CH:8]=[CH:9][C:4]=2[C:3]([CH2:10][C@H:11]([C:13]2[NH:14][CH:15]=[C:16]([C:18]3[CH:23]=[CH:22][CH:21]=[CH:20][CH:19]=3)[N:17]=2)[NH2:12])=[CH:2]1.[CH3:24][CH2:25][CH2:26][CH2:27][C:28](=O)[CH2:29][CH2:30][CH2:31][CH3:32].